Dataset: Peptide-MHC class II binding affinity with 134,281 pairs from IEDB. Task: Regression. Given a peptide amino acid sequence and an MHC pseudo amino acid sequence, predict their binding affinity value. This is MHC class II binding data. (1) The peptide sequence is ILKGLYNFATCGLIG. The MHC is DRB3_0101 with pseudo-sequence DRB3_0101. The binding affinity (normalized) is 0.433. (2) The peptide sequence is AELMILIATNLLGQN. The MHC is DRB1_1501 with pseudo-sequence DRB1_1501. The binding affinity (normalized) is 0.659. (3) The peptide sequence is AITAMSEAQKAAKPA. The MHC is HLA-DQA10301-DQB10302 with pseudo-sequence HLA-DQA10301-DQB10302. The binding affinity (normalized) is 0.260. (4) The peptide sequence is AAATAGTTVYCAFAA. The MHC is HLA-DQA10401-DQB10402 with pseudo-sequence HLA-DQA10401-DQB10402. The binding affinity (normalized) is 0.346. (5) The peptide sequence is QPCNGVTMNDVKIEY. The MHC is DRB1_1001 with pseudo-sequence DRB1_1001. The binding affinity (normalized) is 0.190.